From a dataset of Catalyst prediction with 721,799 reactions and 888 catalyst types from USPTO. Predict which catalyst facilitates the given reaction. (1) Reactant: CC1(C)C2C(=C(P(C3C=CC=CC=3)C3C=CC=CC=3)C=CC=2)OC2C(P(C3C=CC=CC=3)C3C=CC=CC=3)=CC=CC1=2.Br[C:44]1[CH:49]=[C:48]([C:50]([F:53])([F:52])[F:51])[CH:47]=[CH:46][N:45]=1.C(=O)([O-])[O-].[Cs+].[Cs+].[Br:60][C:61]1[CH:62]([OH:69])[NH:63][C:64](=[O:68])[C:65]=1[O:66][CH3:67]. Product: [Br:60][C:61]1[CH:62]([OH:69])[N:63]([C:44]2[CH:49]=[C:48]([C:50]([F:53])([F:52])[F:51])[CH:47]=[CH:46][N:45]=2)[C:64](=[O:68])[C:65]=1[O:66][CH3:67]. The catalyst class is: 62. (2) Reactant: C([O-])=O.[NH4+].C([N:12]1[CH2:17][CH2:16][N:15]([C:18]([C:20]2[CH:25]=[CH:24][CH:23]=[CH:22][C:21]=2[C:26]([F:29])([F:28])[F:27])=[O:19])[CH2:14][CH2:13]1)C1C=CC=CC=1. Product: [N:15]1([C:18]([C:20]2[CH:25]=[CH:24][CH:23]=[CH:22][C:21]=2[C:26]([F:28])([F:27])[F:29])=[O:19])[CH2:16][CH2:17][NH:12][CH2:13][CH2:14]1. The catalyst class is: 19. (3) Reactant: O=[C:2]1[CH:9]2[CH2:10][C:5]3([C:12]([NH:14][C@H:15]4[CH2:20][CH2:19][CH2:18][N:17]([C:21]([O:23][CH2:24][C:25]5[CH:30]=[CH:29][CH:28]=[CH:27][CH:26]=5)=[O:22])[CH2:16]4)=[O:13])[CH2:6][CH:7]([CH2:11][CH:3]1[CH2:4]3)[CH2:8]2.[NH2:31][OH:32]. Product: [OH:32][N:31]=[C:2]1[CH:3]2[CH2:4][C:5]3([C:12]([NH:14][C@H:15]4[CH2:20][CH2:19][CH2:18][N:17]([C:21]([O:23][CH2:24][C:25]5[CH:30]=[CH:29][CH:28]=[CH:27][CH:26]=5)=[O:22])[CH2:16]4)=[O:13])[CH2:6][CH:7]([CH2:8][CH:9]1[CH2:10]3)[CH2:11]2. The catalyst class is: 5. (4) Reactant: [CH2:1]([O:3][C:4]([C@H:6]1[CH2:10][CH2:9][CH2:8][N:7]1[C:11]([S:13][C:14]1[CH:19]=[CH:18][CH:17]=[C:16]([O:20][Si](C(C)(C)C)(C)C)[CH:15]=1)=[O:12])=[O:5])[CH3:2]. Product: [CH2:1]([O:3][C:4]([C@H:6]1[CH2:10][CH2:9][CH2:8][N:7]1[C:11]([S:13][C:14]1[CH:19]=[CH:18][CH:17]=[C:16]([OH:20])[CH:15]=1)=[O:12])=[O:5])[CH3:2]. The catalyst class is: 1. (5) Product: [SH:13][C:12]1[NH:9][C:5]2[CH:6]=[C:7]([CH3:8])[C:2]([CH3:1])=[CH:3][C:4]=2[N:10]=1. Reactant: [CH3:1][C:2]1[C:7]([CH3:8])=[CH:6][C:5]([NH2:9])=[C:4]([NH2:10])[CH:3]=1.O(CC)[C:12]([S-])=[S:13].[K+].C(O)C.C. The catalyst class is: 6. (6) Reactant: Cl[C:2]1[CH:7]=[C:6]([Cl:8])[N:5]=[C:4]([O:9][CH3:10])[N:3]=1.Cl.[F:12][C:13]1([F:25])[O:17][C:16]2[CH:18]=[CH:19][C:20]([CH2:22][CH2:23][NH2:24])=[CH:21][C:15]=2[O:14]1.C(=O)(O)[O-].[Na+]. Product: [Cl:8][C:6]1[N:5]=[C:4]([O:9][CH3:10])[N:3]=[C:2]([NH:24][CH2:23][CH2:22][C:20]2[CH:19]=[CH:18][C:16]3[O:17][C:13]([F:25])([F:12])[O:14][C:15]=3[CH:21]=2)[CH:7]=1. The catalyst class is: 14. (7) Product: [OH:12][C:8]1[CH:7]=[CH:6][CH:5]=[C:4]2[C:9]=1[CH:10]=[CH:11][C:2]([N:1]1[C:13](=[O:14])[C:21]3[C:16](=[CH:17][CH:18]=[CH:19][CH:20]=3)[C:15]1=[O:22])=[CH:3]2. The catalyst class is: 11. Reactant: [NH2:1][C:2]1[CH:3]=[C:4]2[C:9](=[CH:10][CH:11]=1)[C:8]([OH:12])=[CH:7][CH:6]=[CH:5]2.[C:13]1(=O)[C:21]2[C:16](=[CH:17][CH:18]=[CH:19][CH:20]=2)[C:15](=[O:22])[O:14]1. (8) Product: [C:23]([C:19]1[CH:18]=[C:17]([NH:16][C:15]([N:11]2[CH2:12][CH2:13][CH2:14][C@@H:10]2[C:6]2[CH:5]=[C:4]([CH:9]=[CH:8][CH:7]=2)[C:3]([OH:26])=[O:2])=[O:25])[CH:22]=[CH:21][CH:20]=1)#[N:24]. The catalyst class is: 5. Reactant: C[O:2][C:3](=[O:26])[C:4]1[CH:9]=[CH:8][CH:7]=[C:6]([C@H:10]2[CH2:14][CH2:13][CH2:12][N:11]2[C:15](=[O:25])[NH:16][C:17]2[CH:22]=[CH:21][CH:20]=[C:19]([C:23]#[N:24])[CH:18]=2)[CH:5]=1.[OH-].[Na+]. (9) Reactant: [C:1]([O:5][C:6]([C:8]1[S:9][C:10]([CH2:13][Br:14])=[CH:11][CH:12]=1)=[O:7])([CH3:4])([CH3:3])[CH3:2].[C:15]1([P:21]([C:28]2[CH:33]=[CH:32][CH:31]=[CH:30][CH:29]=2)[C:22]2[CH:27]=[CH:26][CH:25]=[CH:24][CH:23]=2)[CH:20]=[CH:19][CH:18]=[CH:17][CH:16]=1. Product: [Br-:14].[C:1]([O:5][C:6]([C:8]1[S:9][C:10]([CH2:13][P+:21]([C:22]2[CH:23]=[CH:24][CH:25]=[CH:26][CH:27]=2)([C:28]2[CH:33]=[CH:32][CH:31]=[CH:30][CH:29]=2)[C:15]2[CH:16]=[CH:17][CH:18]=[CH:19][CH:20]=2)=[CH:11][CH:12]=1)=[O:7])([CH3:4])([CH3:3])[CH3:2]. The catalyst class is: 11.